This data is from Peptide-MHC class II binding affinity with 134,281 pairs from IEDB. The task is: Regression. Given a peptide amino acid sequence and an MHC pseudo amino acid sequence, predict their binding affinity value. This is MHC class II binding data. (1) The peptide sequence is CGYKDVDKPPFDGMT. The MHC is HLA-DPA10201-DPB10101 with pseudo-sequence HLA-DPA10201-DPB10101. The binding affinity (normalized) is 0.0254. (2) The peptide sequence is TRVVLSEMKEAFHGL. The MHC is HLA-DQA10501-DQB10402 with pseudo-sequence HLA-DQA10501-DQB10402. The binding affinity (normalized) is 0.316. (3) The MHC is DRB1_0405 with pseudo-sequence DRB1_0405. The binding affinity (normalized) is 0.216. The peptide sequence is IIAGTPEVHAVKPGA. (4) The peptide sequence is GLVSQLSVLSSITNI. The MHC is H-2-IAb with pseudo-sequence H-2-IAb. The binding affinity (normalized) is 0.208.